Dataset: Catalyst prediction with 721,799 reactions and 888 catalyst types from USPTO. Task: Predict which catalyst facilitates the given reaction. (1) Reactant: C[Si](C)(C)CCOC(=O)[NH:7][N:8]1[C:12]([C:13]2[CH:18]=[CH:17][C:16]([C:19]([CH3:22])([CH3:21])[CH3:20])=[CH:15][CH:14]=2)=[CH:11][CH:10]=[C:9]1[C:23]1[CH:28]=[CH:27][C:26]([C:29]([CH3:32])([CH3:31])[CH3:30])=[CH:25][CH:24]=1.CCCC[N+](CCCC)(CCCC)CCCC.[F-]. Product: [C:19]([C:16]1[CH:15]=[CH:14][C:13]([C:12]2[N:8]([NH2:7])[C:9]([C:23]3[CH:24]=[CH:25][C:26]([C:29]([CH3:32])([CH3:31])[CH3:30])=[CH:27][CH:28]=3)=[CH:10][CH:11]=2)=[CH:18][CH:17]=1)([CH3:22])([CH3:21])[CH3:20]. The catalyst class is: 1. (2) Reactant: [C:1]([N:8]1[CH2:16][CH2:15][CH:11]([C:12](O)=[O:13])[CH2:10][CH2:9]1)([O:3][C:4]([CH3:7])([CH3:6])[CH3:5])=[O:2]. Product: [C:4]([O:3][C:1]([N:8]1[CH2:16][CH2:15][CH:11]([CH2:12][OH:13])[CH2:10][CH2:9]1)=[O:2])([CH3:7])([CH3:6])[CH3:5]. The catalyst class is: 1. (3) Reactant: [C:1]([O:5][C:6](=[O:29])[NH:7][CH2:8][CH2:9][CH:10]([C:22]1[CH:27]=[CH:26][CH:25]=[C:24]([Cl:28])[CH:23]=1)[N:11]1C(=O)C2C(=CC=CC=2)C1=O)([CH3:4])([CH3:3])[CH3:2].O.NN. The catalyst class is: 36. Product: [C:1]([O:5][C:6](=[O:29])[NH:7][CH2:8][CH2:9][CH:10]([NH2:11])[C:22]1[CH:27]=[CH:26][CH:25]=[C:24]([Cl:28])[CH:23]=1)([CH3:4])([CH3:2])[CH3:3]. (4) Reactant: [F:1][C:2]1[CH:3]=[C:4]([C:9](=[C:14]2[CH2:17][N:16](C(C3C=CC=CC=3)C3C=CC=CC=3)[CH2:15]2)[C:10]([O:12][CH3:13])=[O:11])[CH:5]=[C:6]([F:8])[CH:7]=1.ClC(OC(Cl)C)=O. Product: [NH:16]1[CH2:17][C:14](=[C:9]([C:4]2[CH:5]=[C:6]([F:8])[CH:7]=[C:2]([F:1])[CH:3]=2)[C:10]([O:12][CH3:13])=[O:11])[CH2:15]1. The catalyst class is: 1. (5) Reactant: [F:1][C:2]1[CH:10]=[C:9]2[C:5](/[C:6](=[C:12]3\[O:13][CH2:14][C:15]([C:17]4[CH:21]=[CH:20][N:19]([Si](C(C)C)(C(C)C)C(C)C)[CH:18]=4)=[CH:16]\3)/[C:7](=[O:11])[NH:8]2)=[CH:4][CH:3]=1. Product: [F:1][C:2]1[CH:10]=[C:9]2[C:5](/[C:6](=[C:12]3\[O:13][CH2:14][C:15]([C:17]4[CH:21]=[CH:20][NH:19][CH:18]=4)=[CH:16]\3)/[C:7](=[O:11])[NH:8]2)=[CH:4][CH:3]=1. The catalyst class is: 617. (6) Reactant: [Na+].[O:2]1[C:9]2[CH:8]=[C:7]([C:10]([O-:12])=[O:11])[NH:6][C:5]=2[CH:4]=[CH:3]1.Cl[CH2:14][C:15]1[O:16][C:17](=[O:21])[O:18][C:19]=1[CH3:20]. Product: [O:2]1[C:9]2[CH:8]=[C:7]([C:10]([O:12][CH2:14][C:15]3[O:16][C:17](=[O:21])[O:18][C:19]=3[CH3:20])=[O:11])[NH:6][C:5]=2[CH:4]=[CH:3]1. The catalyst class is: 18.